Dataset: Full USPTO retrosynthesis dataset with 1.9M reactions from patents (1976-2016). Task: Predict the reactants needed to synthesize the given product. (1) The reactants are: Cl.[Cl:2][C:3]1[C:8]([N:9]2[C:13](C)=[C:12]([C:15]3[CH2:16][CH2:17][NH:18][CH2:19][CH:20]=3)[N:11]=[N:10]2)=[CH:7][CH:6]=[CH:5][N:4]=1.C(N(CC)CC)C.Cl[C:29]([O:31][CH2:32][CH2:33][O:34][CH3:35])=[O:30]. Given the product [Cl:2][C:3]1[C:8]([N:9]2[CH:13]=[C:12]([C:15]3[CH2:16][CH2:17][N:18]([C:29]([O:31][CH2:32][CH2:33][O:34][CH3:35])=[O:30])[CH2:19][CH:20]=3)[N:11]=[N:10]2)=[CH:7][CH:6]=[CH:5][N:4]=1, predict the reactants needed to synthesize it. (2) Given the product [C:1]([O:5][C:6]([N:8]1[CH2:9][CH2:10][CH:11]([C:14](=[O:16])[NH:30][C:23]2[CH:24]=[C:25]([O:28][CH3:29])[CH:26]=[CH:27][C:22]=2[Br:21])[CH2:12][CH2:13]1)=[O:7])([CH3:2])([CH3:3])[CH3:4], predict the reactants needed to synthesize it. The reactants are: [C:1]([O:5][C:6]([N:8]1[CH2:13][CH2:12][CH:11]([C:14]([OH:16])=O)[CH2:10][CH2:9]1)=[O:7])([CH3:4])([CH3:3])[CH3:2].S(Cl)(Cl)=O.[Br:21][C:22]1[CH:27]=[CH:26][C:25]([O:28][CH3:29])=[CH:24][C:23]=1[NH2:30].C(N(CC)CC)C. (3) Given the product [Br:1][C:2]1[CH:7]=[CH:6][C:5]([C:8]([C:16]2[CH:17]=[CH:18][C:19]([OH:20])=[C:14]([CH3:21])[CH:15]=2)([CH2:11][CH3:12])[CH2:9][CH3:10])=[CH:4][CH:3]=1, predict the reactants needed to synthesize it. The reactants are: [Br:1][C:2]1[CH:7]=[CH:6][C:5]([C:8](O)([CH2:11][CH3:12])[CH2:9][CH3:10])=[CH:4][CH:3]=1.[C:14]1([CH3:21])[C:19]([OH:20])=[CH:18][CH:17]=[CH:16][CH:15]=1.OS(O)(=O)=O. (4) Given the product [NH2:26][C:23]1[N:24]=[CH:25][C:20]([C:18]2[CH:17]=[N:16][N:15]([C@H:12]3[CH2:13][CH2:14][C@H:9]([OH:8])[CH2:10][CH2:11]3)[CH:19]=2)=[C:21]2[CH:43]=[C:42]([C:49]3[C:57]4[S:56][N:55]=[N:54][C:53]=4[CH:52]=[C:51]([C:58]4[CH:62]=[CH:61][NH:60][N:59]=4)[CH:50]=3)[O:41][C:22]=12, predict the reactants needed to synthesize it. The reactants are: [Si]([O:8][C@H:9]1[CH2:14][CH2:13][C@H:12]([N:15]2[CH:19]=[C:18]([C:20]3[CH:25]=[N:24][C:23]([N:26](C(OC(C)(C)C)=O)C(OC(C)(C)C)=O)=[C:22]4[O:41][C:42]([Sn](C)(C)C)=[CH:43][C:21]=34)[CH:17]=[N:16]2)[CH2:11][CH2:10]1)(C(C)(C)C)(C)C.Br[C:49]1[C:57]2[S:56][N:55]=[N:54][C:53]=2[CH:52]=[C:51]([C:58]2[CH:62]=[CH:61][NH:60][N:59]=2)[CH:50]=1.